Dataset: Forward reaction prediction with 1.9M reactions from USPTO patents (1976-2016). Task: Predict the product of the given reaction. (1) The product is: [Cl:26][C:5]1[CH:6]=[C:7]([C:8]([NH:10][C@H:11]([C:13]2[CH:14]=[CH:15][C:16]([C:17]([OH:19])=[O:18])=[CH:24][CH:25]=2)[CH3:12])=[O:9])[C:2]([O:39][C:36]2[CH:35]=[CH:34][C:33]([C:30]3[CH:29]=[CH:28][N:27]=[CH:32][CH:31]=3)=[CH:38][CH:37]=2)=[N:3][CH:4]=1. Given the reactants Cl[C:2]1[C:7]([C:8]([NH:10][C@H:11]([C:13]2[CH:25]=[CH:24][C:16]([C:17]([O:19]C(C)(C)C)=[O:18])=[CH:15][CH:14]=2)[CH3:12])=[O:9])=[CH:6][C:5]([Cl:26])=[CH:4][N:3]=1.[N:27]1[CH:32]=[CH:31][C:30]([C:33]2[CH:38]=[CH:37][C:36]([OH:39])=[CH:35][CH:34]=2)=[CH:29][CH:28]=1, predict the reaction product. (2) Given the reactants C1C=C(Cl)C=C(C(OO)=[O:9])C=1.[CH3:12][C:13]1[CH:14]=[CH:15][C:16]([C:19]([OH:21])=[O:20])=[N:17][CH:18]=1, predict the reaction product. The product is: [CH3:12][C:13]1[CH:18]=[N+:17]([O-:9])[C:16]([C:19]([OH:21])=[O:20])=[CH:15][CH:14]=1. (3) Given the reactants [Cl:1][C:2]1[CH:3]=[C:4]([NH:11][C:12]2[CH:17]=[CH:16][CH:15]=[C:14]([N:18]3[CH2:22][CH2:21][CH2:20][CH2:19]3)[N:13]=2)[C:5]2[N:6]([CH:8]=[CH:9][N:10]=2)[N:7]=1.[C:23]1(B(O)O)[CH:28]=[CH:27][CH:26]=[CH:25][CH:24]=1.CC(C1C=C(C(C)C)C(C2C=CC=CC=2P(C2CCCCC2)C2CCCCC2)=C(C(C)C)C=1)C.C([O-])([O-])=O.[K+].[K+], predict the reaction product. The product is: [ClH:1].[C:23]1([C:2]2[CH:3]=[C:4]([NH:11][C:12]3[CH:17]=[CH:16][CH:15]=[C:14]([N:18]4[CH2:22][CH2:21][CH2:20][CH2:19]4)[N:13]=3)[C:5]3[N:6]([CH:8]=[CH:9][N:10]=3)[N:7]=2)[CH:28]=[CH:27][CH:26]=[CH:25][CH:24]=1. (4) Given the reactants [CH3:1][O:2][C:3]1[CH:4]=[C:5]([CH2:9][OH:10])[CH:6]=[CH:7][CH:8]=1.[H-].[Na+].[Cl:13][C:14]1[CH:19]=[CH:18][CH:17]=[C:16](Cl)[N:15]=1.O, predict the reaction product. The product is: [Cl:13][C:14]1[CH:19]=[CH:18][CH:17]=[C:16]([O:10][CH2:9][C:5]2[CH:6]=[CH:7][CH:8]=[C:3]([O:2][CH3:1])[CH:4]=2)[N:15]=1.